The task is: Regression. Given a peptide amino acid sequence and an MHC pseudo amino acid sequence, predict their binding affinity value. This is MHC class II binding data.. This data is from Peptide-MHC class II binding affinity with 134,281 pairs from IEDB. (1) The peptide sequence is MRIYCSLFKNVRL. The MHC is DRB5_0101 with pseudo-sequence DRB5_0101. The binding affinity (normalized) is 0.447. (2) The peptide sequence is SWPLQCPLDHVNTLH. The MHC is DRB1_0101 with pseudo-sequence DRB1_0101. The binding affinity (normalized) is 0.466. (3) The peptide sequence is QASPDLLRGLLSTFI. The MHC is DRB1_1602 with pseudo-sequence DRB1_1602. The binding affinity (normalized) is 0.654. (4) The MHC is DRB1_0301 with pseudo-sequence DRB1_0301. The binding affinity (normalized) is 0.322. The peptide sequence is KGGFMYLKELYNNVN. (5) The peptide sequence is DGGRRKKGGWFGKHRGQGGSNP. The MHC is DRB5_0101 with pseudo-sequence DRB5_0101. The binding affinity (normalized) is 0. (6) The peptide sequence is GPKDNGGACGYKDVD. The MHC is HLA-DPA10103-DPB10201 with pseudo-sequence HLA-DPA10103-DPB10201. The binding affinity (normalized) is 0.0168.